Dataset: Experimentally validated miRNA-target interactions with 360,000+ pairs, plus equal number of negative samples. Task: Binary Classification. Given a miRNA mature sequence and a target amino acid sequence, predict their likelihood of interaction. (1) The miRNA is hsa-miR-4704-5p with sequence GACACUAGGCAUGUGAGUGAUU. The protein sequence of the target gene is MEGKWLLCLLLVLGTAAIQAHDGHDDDMIDIEDDLDDVIEEVEDSKSKSDTSTPPSPKVTYKAPVPTGEVYFADSFDRGSLSGWILSKAKKDDTDDEIAKYDGKWEVDEMKETKLPGDKGLVLMSRAKHHAISAKLNKPFLFDTKPLIVQYEVNFQNGIECGGAYVKLLSKTSELNLDQFHDKTPYTIMFGPDKCGEDYKLHFIFRHKNPKTGVYEEKHAKRPDADLKTYFTDKKTHLYTLILNPDNSFEILVDQSVVNSGNLLNDMTPPVNPSREIEDPEDRKPEDWDERPKIADPDAV.... Result: 0 (no interaction). (2) The miRNA is hsa-miR-6783-3p with sequence UUCCUGGGCUUCUCCUCUGUAG. The protein sequence of the target gene is MKLMVLVFTIGLTLLLGVQAMPANRLSCYRKILKDHNCHNLPEGVADLTQIDVNVQDHFWDGKGCEMICYCNFSELLCCPKDVFFGPKISFVIPCNNQ. Result: 1 (interaction). (3) The miRNA is hsa-miR-765 with sequence UGGAGGAGAAGGAAGGUGAUG. The protein sequence of the target gene is MSLLLLVVSALHILILILLFVATLDKSWWTLPGKESLNLWYDCTWNNDTKTWACSNVSENGWLKAVQVLMVLSLILCCLSFILFMFQLYTMRRGGLFYATGLCQLCTSVAVFTGALIYAIHAEEILEKHPRGGSFGYCFALAWVAFPLALVSGIIYIHLRKRE. Result: 1 (interaction). (4) The miRNA is hsa-miR-30a-3p with sequence CUUUCAGUCGGAUGUUUGCAGC. The protein sequence of the target gene is MACAPGALGHRALWAVAWGLLLLVPVLAGAQRGRKKVVHVLEGESGSVVVQTAPGQVVSHRGGTIVLPCRYHYEAAAHGHDGVRLKWTKVVDPLAFADVFVALGPQHRAFGPYRGRAELQNDGPGDASLVLRNVTLQDYGRYECEVTNELEDDVGMVKLDLEGVVFPYHPRGGRYKMTFVEAQRACAEQDGILASAEQLHAAWRDGLDWCNAGWLRDGSVQYPVSHAREPCGGTGSTGAGGGTNGGVRNYGYRHNAEERYDAFCFTSNLPGRVFFLKPLRPVALAGAVRACAARGATVAK.... Result: 0 (no interaction). (5) The miRNA is mmu-miR-691 with sequence AUUCCUGAAGAGAGGCAGAAAA. The protein sequence of the target gene is MGIFPGIILIFLRVKFATAAVIVSGHQKSTTVSHEMSGLNWKPFVYGGLASIVAEFGTFPVDLTKTRLQVQGQSIDARFKEIKYRGMFHALFRICKEEGVLALYSGIAPALLRQASYGTIKIGIYQSLKRLFVERLEDETLLINMICGVVSGVISSTIANPTDVLKIRMQAQGSLFQGSMIGSFIDIYQQEGTRGLWRGVVPTAQRAAIVVGVELPVYDITKKHLILSGMMGDTILTHFVSSFTCGLAGALASNPVDVVRTRMMNQRAIVGHVDLYKGTVDGILKMWKHEGFFALYKGFW.... Result: 0 (no interaction). (6) The protein sequence of the target gene is MSSRRKRAPPVRVDEEKRQQLHWNMHEDRRNEPIIISDDDEQPCPGSDTSSAHYIILSDSLKEEVAHRDKKRCSKVVSFSKPIEKEETVGIFSPLSVKLNIVISPYHFDNSWKAFLGELTLQLLPAQSLIENFSERSITLMSSESSNQFLIYVHSKGEDVEKQKKEPMSICDKGILVESSFSGEMLEDLGWLQKKRRIKLYQKPEGNHIIKVGIYLLEAGLAKLDFLSDANSRMKKFNQLMKKVMEKLHNSIIPDVLEEDEDDPESEPEGQDIDELYHFVKQTHQQETQSIQVDVQHPAL.... The miRNA is hsa-miR-6813-5p with sequence CAGGGGCUGGGGUUUCAGGUUCU. Result: 0 (no interaction). (7) The miRNA is mmu-miR-466k with sequence UGUGUGUGUACAUGUACAUGUGA. The protein sequence of the target gene is MADRDSGSEQGGAALGSGGSLGHPGSGSGSGGGGGGGGGGGGSGGGGGAPGGLQHETQELASKRVDIQNKRFYLDVKQNAKGRFLKIAEVGAGGNKSRLTLSMSVAVEFRDYLGDFIEHYAQLGPSQPPDLAQAQDEPRRALKSEFLVRENRKYYMDLKENQRGRFLRIRQTVNRGPGLGSTQGQTIALPAQGLIEFRDALAKLIDDYGVEEEPAELPEGTSLTVDNKRFFFDVGSNKYGVFMRVSEVKPTYRNSITVPYKVWAKFGHTFCKYSEEMKKIQEKQREKRAACEQLHQQQQQ.... Result: 1 (interaction).